From a dataset of Reaction yield outcomes from USPTO patents with 853,638 reactions. Predict the reaction yield, written as a fraction of the theoretical maximum amount of product (1.0 means a 100% yield; for example, 0.34 means a 34% yield). The reactants are C[O:2][C:3](=[O:24])/[C:4](/[C:11]1[CH:16]=[CH:15][C:14]([N:17]2[C:21]([CH3:22])=[N:20][N:19]=[N:18]2)=[C:13]([F:23])[CH:12]=1)=[CH:5]/[CH:6]1[CH2:10][CH2:9][CH2:8][CH2:7]1.[OH-].[Na+]. The catalyst is C(O)C. The product is [CH:6]1(/[CH:5]=[C:4](\[C:11]2[CH:16]=[CH:15][C:14]([N:17]3[C:21]([CH3:22])=[N:20][N:19]=[N:18]3)=[C:13]([F:23])[CH:12]=2)/[C:3]([OH:24])=[O:2])[CH2:10][CH2:9][CH2:8][CH2:7]1. The yield is 1.00.